Predict the reaction yield, written as a fraction of the theoretical maximum amount of product (1.0 means a 100% yield; for example, 0.34 means a 34% yield). From a dataset of Reaction yield outcomes from USPTO patents with 853,638 reactions. (1) The reactants are [Br-:1].[Br-].[Br-].C([N+](CCCC)(CCCC)CCCC)CCC.C([N+](CCCC)(CCCC)CCCC)CCC.C([N+](CCCC)(CCCC)CCCC)CCC.[CH2:55]([O:57][C:58]1[CH:59]=[CH:60][C:61]([CH2:65][CH3:66])=[C:62]([OH:64])[CH:63]=1)[CH3:56]. The catalyst is C(Cl)(Cl)Cl. The product is [Br:1][C:59]1[C:58]([O:57][CH2:55][CH3:56])=[CH:63][C:62]([OH:64])=[C:61]([CH2:65][CH3:66])[CH:60]=1. The yield is 0.580. (2) The reactants are [N+:1]([C:4]1[CH:14]=[CH:13][CH:12]=[C:6]2[C:7]([NH:9][C:10](=[O:11])[C:5]=12)=[O:8])([O-:3])=[O:2].[OH-:15].[Na+].Cl. The catalyst is O. The product is [N+:1]([C:4]1[CH:14]=[CH:13][CH:12]=[C:6]([C:7]([NH2:9])=[O:8])[C:5]=1[C:10]([OH:15])=[O:11])([O-:3])=[O:2]. The yield is 0.730.